Task: Regression. Given a peptide amino acid sequence and an MHC pseudo amino acid sequence, predict their binding affinity value. This is MHC class II binding data.. Dataset: Peptide-MHC class II binding affinity with 134,281 pairs from IEDB (1) The peptide sequence is GKIDFLNNYALFLSP. The MHC is DRB1_0901 with pseudo-sequence DRB1_0901. The binding affinity (normalized) is 0.601. (2) The peptide sequence is TLSIGYHANNSTDTEDT. The MHC is DRB1_0701 with pseudo-sequence DRB1_0701. The binding affinity (normalized) is 0. (3) The peptide sequence is MLFRILSLNLIKIK. The MHC is HLA-DQA10301-DQB10302 with pseudo-sequence HLA-DQA10301-DQB10302. The binding affinity (normalized) is 0.258. (4) The peptide sequence is RTKYTATISGLKPGV. The MHC is HLA-DPA10201-DPB11401 with pseudo-sequence HLA-DPA10201-DPB11401. The binding affinity (normalized) is 0.810. (5) The peptide sequence is GELQIVDKIDAARKI. The MHC is DRB1_1302 with pseudo-sequence DRB1_1302. The binding affinity (normalized) is 0.439. (6) The binding affinity (normalized) is 0.680. The peptide sequence is ALIAAFSIRPGLLIG. The MHC is HLA-DQA10201-DQB10303 with pseudo-sequence HLA-DQA10201-DQB10303. (7) The peptide sequence is ENKYFAATQFEPLAA. The MHC is HLA-DPA10201-DPB11401 with pseudo-sequence HLA-DPA10201-DPB11401. The binding affinity (normalized) is 0.620.